This data is from Forward reaction prediction with 1.9M reactions from USPTO patents (1976-2016). The task is: Predict the product of the given reaction. (1) Given the reactants CO[C:3](=[O:15])[C:4]1[CH:9]=[C:8]([OH:10])[CH:7]=[C:6](OCOC)[CH:5]=1.Cl.Cl[C:18]1[CH:23]=[CH:22][N:21]=[CH:20][CH:19]=1.[F:24][CH2:25][CH:26]([OH:29])[CH2:27][F:28].[NH2:30][C:31]1[CH:35]=[CH:34][N:33]([CH3:36])[N:32]=1, predict the reaction product. The product is: [F:24][CH2:25][CH:26]([CH2:27][F:28])[O:29][C:6]1[CH:7]=[C:8]([O:10][C:18]2[CH:23]=[CH:22][N:21]=[CH:20][CH:19]=2)[CH:9]=[C:4]([CH:5]=1)[C:3]([NH:30][C:31]1[CH:35]=[CH:34][N:33]([CH3:36])[N:32]=1)=[O:15]. (2) The product is: [CH3:17][NH:16][C:14]([C:12]1[N:13]=[C:8]([NH:7][S:36]([CH2:35][C:31]2[CH:30]=[C:29]([CH3:28])[CH:34]=[CH:33][CH:32]=2)(=[O:38])=[O:37])[N:9]([CH3:27])[C:10](=[O:26])[C:11]=1[O:18][CH2:19][C:20]1[CH:25]=[CH:24][CH:23]=[CH:22][CH:21]=1)=[O:15]. Given the reactants CC(C)([O-])C.[K+].[NH2:7][C:8]1[N:9]([CH3:27])[C:10](=[O:26])[C:11]([O:18][CH2:19][C:20]2[CH:25]=[CH:24][CH:23]=[CH:22][CH:21]=2)=[C:12]([C:14]([NH:16][CH3:17])=[O:15])[N:13]=1.[CH3:28][C:29]1[CH:30]=[C:31]([CH2:35][S:36](Cl)(=[O:38])=[O:37])[CH:32]=[CH:33][CH:34]=1, predict the reaction product. (3) Given the reactants C1(P(C2C=CC=CC=2)C2C=CC=CC=2)C=CC=CC=1.[C:20]([Br:24])(Br)(Br)Br.[C:25]([O:29][C:30]([N:32]1[CH2:37][CH2:36][CH:35](CO)[CH2:34][CH2:33]1)=[O:31])([CH3:28])([CH3:27])[CH3:26].OCC1CCN(C(O)=O)CC1.C(=O)(O)[O-].[Na+], predict the reaction product. The product is: [C:25]([O:29][C:30]([N:32]1[CH2:37][CH2:36][CH:35]([CH2:20][Br:24])[CH2:34][CH2:33]1)=[O:31])([CH3:28])([CH3:26])[CH3:27]. (4) Given the reactants [C:1]([O:5][C:6](=[O:17])[NH:7][CH2:8][CH2:9][C:10]1[CH:15]=[CH:14][C:13]([OH:16])=[CH:12][CH:11]=1)([CH3:4])([CH3:3])[CH3:2].F[C:19]1[CH:24]=[CH:23][C:22]([N+:25]([O-:27])=[O:26])=[CH:21][CH:20]=1.C(=O)([O-])[O-].[Cs+].[Cs+], predict the reaction product. The product is: [C:1]([O:5][C:6](=[O:17])[NH:7][CH2:8][CH2:9][C:10]1[CH:15]=[CH:14][C:13]([O:16][C:19]2[CH:24]=[CH:23][C:22]([N+:25]([O-:27])=[O:26])=[CH:21][CH:20]=2)=[CH:12][CH:11]=1)([CH3:4])([CH3:2])[CH3:3]. (5) Given the reactants CC(C)([O-])C.[K+].[CH3:7][C:8](=[N:10][OH:11])[CH3:9].F[C:13]1[CH:18]=[C:17]([O:19][CH3:20])[CH:16]=[CH:15][C:14]=1[C:21]([C:23]1[CH:28]=[C:27]([CH2:29][CH2:30][CH3:31])[C:26]([O:32][CH3:33])=[CH:25][C:24]=1[CH2:34][CH2:35][CH3:36])=[O:22], predict the reaction product. The product is: [CH3:20][O:19][C:17]1[CH:18]=[CH:13][C:14]([C:21](=[O:22])[C:23]2[CH:28]=[C:27]([CH2:29][CH2:30][CH3:31])[C:26]([O:32][CH3:33])=[CH:25][C:24]=2[CH2:34][CH2:35][CH3:36])=[C:15]([O:11][N:10]=[C:8]([CH3:9])[CH3:7])[CH:16]=1. (6) Given the reactants [C:1]([O:5][C:6](=[O:30])[CH2:7][CH2:8][N:9]([C:23]([O:25][C:26]([CH3:29])([CH3:28])[CH3:27])=[O:24])[CH2:10][C:11]([N:13]1[C:21]2[C:16](=[CH:17][C:18]([OH:22])=[CH:19][CH:20]=2)[CH2:15][CH2:14]1)=[O:12])([CH3:4])([CH3:3])[CH3:2].Cl[CH2:32][C:33]1[CH:38]=[CH:37][C:36]([CH2:39][CH2:40][CH3:41])=[C:35]([C:42]([F:45])([F:44])[F:43])[CH:34]=1.C(=O)([O-])[O-].[K+].[K+], predict the reaction product. The product is: [C:1]([O:5][C:6](=[O:30])[CH2:7][CH2:8][N:9]([C:23]([O:25][C:26]([CH3:29])([CH3:28])[CH3:27])=[O:24])[CH2:10][C:11]([N:13]1[C:21]2[C:16](=[CH:17][C:18]([O:22][CH2:32][C:33]3[CH:38]=[CH:37][C:36]([CH2:39][CH2:40][CH3:41])=[C:35]([C:42]([F:43])([F:45])[F:44])[CH:34]=3)=[CH:19][CH:20]=2)[CH2:15][CH2:14]1)=[O:12])([CH3:4])([CH3:3])[CH3:2]. (7) Given the reactants [N:1]1[N:2]([C:6]2[CH:11]=[CH:10][CH:9]=[CH:8][C:7]=2[C:12]([N:14]2[CH2:19][C@H:18]([OH:20])[CH2:17][CH2:16][C@H:15]2[CH3:21])=[O:13])[N:3]=[CH:4][CH:5]=1.C[C@H]1N(C(C2C=CC=CC=2N2N=CC=N2)=O)C[C@H](OC2C=C(C(O)C)C=CC=2)CC1, predict the reaction product. The product is: [N:1]1[N:2]([C:6]2[CH:11]=[CH:10][CH:9]=[CH:8][C:7]=2[C:12]([N:14]2[CH2:19][C@@H:18]([OH:20])[CH2:17][CH2:16][C@H:15]2[CH3:21])=[O:13])[N:3]=[CH:4][CH:5]=1.